From a dataset of Forward reaction prediction with 1.9M reactions from USPTO patents (1976-2016). Predict the product of the given reaction. (1) The product is: [CH2:27]([N:24]1[CH2:25][CH2:26][N:21]2[N:20]=[C:19]([NH:18][C:16]3[C:15](=[O:30])[N:14]([CH3:31])[CH:13]=[C:12]([C:11]4[CH:10]=[CH:9][N:8]=[C:7]([N:32]5[CH2:44][CH2:43][N:35]6[C:36]7[CH2:37][CH2:38][CH2:39][CH2:40][C:41]=7[CH:42]=[C:34]6[C:33]5=[O:45])[C:6]=4[CH2:5][OH:4])[CH:17]=3)[CH:29]=[C:22]2[CH2:23]1)[CH3:28]. Given the reactants C([O:4][CH2:5][C:6]1[C:7]([N:32]2[CH2:44][CH2:43][N:35]3[C:36]4[CH2:37][CH2:38][CH2:39][CH2:40][C:41]=4[CH:42]=[C:34]3[C:33]2=[O:45])=[N:8][CH:9]=[CH:10][C:11]=1[C:12]1[CH:17]=[C:16]([NH:18][C:19]2[CH:29]=[C:22]3[CH2:23][N:24]([CH2:27][CH3:28])[CH2:25][CH2:26][N:21]3[N:20]=2)[C:15](=[O:30])[N:14]([CH3:31])[CH:13]=1)(=O)C.O.[OH-].[Li+], predict the reaction product. (2) Given the reactants [CH2:1]=[C:2]1[CH2:6][CH2:5][CH:4]([C:7]([O:9]CC)=[O:8])[CH2:3]1.[OH-].[Li+:13], predict the reaction product. The product is: [CH2:1]=[C:2]1[CH2:6][CH2:5][CH:4]([C:7]([O-:9])=[O:8])[CH2:3]1.[Li+:13]. (3) Given the reactants [CH3:1][C:2]1[CH:11]=[CH:10][C:5]([C:6]([O:8][CH3:9])=[O:7])=[CH:4][C:3]=1[C:12]1[NH:16][C:15]([CH3:17])=[N:14][CH:13]=1.C1C(=O)N([Cl:25])C(=O)C1, predict the reaction product. The product is: [Cl:25][C:13]1[NH:14][C:15]([CH3:17])=[N:16][C:12]=1[C:3]1[CH:4]=[C:5]([CH:10]=[CH:11][C:2]=1[CH3:1])[C:6]([O:8][CH3:9])=[O:7]. (4) Given the reactants [Zn](CC)CC.[CH3:6][O:7][C:8](=[O:29])[N:9]([C@H:20]([C:22]1[CH:27]=[CH:26][C:25]([Cl:28])=[CH:24][CH:23]=1)[CH3:21])[CH2:10][CH2:11][C:12](=[O:19])[C:13]1[CH:18]=[CH:17][CH:16]=[CH:15][CH:14]=1.Br[CH2:31][C:32]([O:34][CH3:35])=[O:33].ClCCl, predict the reaction product. The product is: [CH3:35][O:34][C:32](=[O:33])[CH2:31][C:12]([OH:19])([C:13]1[CH:18]=[CH:17][CH:16]=[CH:15][CH:14]=1)[CH2:11][CH2:10][N:9]([C@H:20]([C:22]1[CH:23]=[CH:24][C:25]([Cl:28])=[CH:26][CH:27]=1)[CH3:21])[C:8]([O:7][CH3:6])=[O:29]. (5) Given the reactants Br[CH2:2][CH2:3][C:4]1[CH:9]=[CH:8][CH:7]=[CH:6][CH:5]=1.[NH:10]1[CH2:15][CH2:14][NH:13][CH2:12][C:11]1=[O:16].C([O-])([O-])=O.[K+].[K+], predict the reaction product. The product is: [CH2:2]([N:13]1[CH2:14][CH2:15][NH:10][C:11](=[O:16])[CH2:12]1)[CH2:3][C:4]1[CH:9]=[CH:8][CH:7]=[CH:6][CH:5]=1. (6) Given the reactants [NH2:1][C:2]1([C:8]([OH:10])=[O:9])[CH2:5][C:4]([F:7])([F:6])[CH2:3]1.C([O-])(O)=O.[Na+:15].[CH3:16][C:17]([O:20][C:21](O[C:21]([O:20][C:17]([CH3:19])([CH3:18])[CH3:16])=[O:22])=[O:22])([CH3:19])[CH3:18], predict the reaction product. The product is: [C:17]([O:20][C:21]([NH:1][C:2]1([C:8]([O-:10])=[O:9])[CH2:5][C:4]([F:7])([F:6])[CH2:3]1)=[O:22])([CH3:19])([CH3:18])[CH3:16].[Na+:15]. (7) The product is: [Cl:1][C:2]1[CH:3]=[C:4]([NH:8][S:9]([C:12]2[CH:13]=[C:14]3[C:18](=[CH:19][CH:20]=2)[NH:17][C:16](=[O:21])[C:15]3=[CH:39][C:34]2[NH:35][C:36]3[C:32]([CH:33]=2)=[CH:31][C:30]([O:29][CH2:28][CH2:27][N:22]2[CH2:26][CH2:25][CH2:24][CH2:23]2)=[CH:38][CH:37]=3)(=[O:11])=[O:10])[CH:5]=[CH:6][CH:7]=1. Given the reactants [Cl:1][C:2]1[CH:3]=[C:4]([NH:8][S:9]([C:12]2[CH:13]=[C:14]3[C:18](=[CH:19][CH:20]=2)[NH:17][C:16](=[O:21])[CH2:15]3)(=[O:11])=[O:10])[CH:5]=[CH:6][CH:7]=1.[N:22]1([CH2:27][CH2:28][O:29][C:30]2[CH:31]=[C:32]3[C:36](=[CH:37][CH:38]=2)[NH:35][C:34]([CH:39]=O)=[CH:33]3)[CH2:26][CH2:25][CH2:24][CH2:23]1, predict the reaction product.